This data is from Full USPTO retrosynthesis dataset with 1.9M reactions from patents (1976-2016). The task is: Predict the reactants needed to synthesize the given product. Given the product [CH2:32]([N:18]1[C:17](=[O:36])[C:16]2([CH2:37][CH2:38][N:13]([CH2:12][C:8]3[CH:7]=[C:6]([CH2:5][C:4]([OH:39])=[O:3])[CH:11]=[CH:10][CH:9]=3)[CH2:14][CH2:15]2)[N:20]([CH2:21][CH2:22][C:23]2[CH:28]=[CH:27][C:26]([O:29][CH3:30])=[CH:25][CH:24]=2)[C:19]1=[O:31])[CH:33]([CH3:34])[CH3:35], predict the reactants needed to synthesize it. The reactants are: C([O:3][C:4](=[O:39])[CH2:5][C:6]1[CH:11]=[CH:10][CH:9]=[C:8]([CH2:12][N:13]2[CH2:38][CH2:37][C:16]3([N:20]([CH2:21][CH2:22][C:23]4[CH:28]=[CH:27][C:26]([O:29][CH3:30])=[CH:25][CH:24]=4)[C:19](=[O:31])[N:18]([CH2:32][CH:33]([CH3:35])[CH3:34])[C:17]3=[O:36])[CH2:15][CH2:14]2)[CH:7]=1)C.[Li+].[OH-].Cl.